From a dataset of Full USPTO retrosynthesis dataset with 1.9M reactions from patents (1976-2016). Predict the reactants needed to synthesize the given product. (1) Given the product [Cl:21][CH2:20][CH2:19][CH2:18][CH:7]([C:4]1[CH:3]=[CH:2][C:1]([CH3:11])=[CH:6][CH:5]=1)[C:8]([OH:10])=[O:9], predict the reactants needed to synthesize it. The reactants are: [C:1]1([CH3:11])[CH:6]=[CH:5][C:4]([CH2:7][C:8]([OH:10])=[O:9])=[CH:3][CH:2]=1.C([Li])CCC.Br[CH2:18][CH2:19][CH2:20][Cl:21].Cl. (2) Given the product [F:21][C:20]([F:23])([F:22])[C:18]1[CH:17]=[CH:16][N:15]=[C:14]([NH:13][C:9]2[CH:8]=[C:7]([C:4]3[S:3][C:2]([N:32]4[CH2:33][CH2:34][O:30][C:31]4=[O:35])=[N:6][CH:5]=3)[CH:12]=[CH:11][CH:10]=2)[N:19]=1, predict the reactants needed to synthesize it. The reactants are: Br[C:2]1[S:3][C:4]([C:7]2[CH:8]=[C:9]([NH:13][C:14]3[N:19]=[C:18]([C:20]([F:23])([F:22])[F:21])[CH:17]=[CH:16][N:15]=3)[CH:10]=[CH:11][CH:12]=2)=[CH:5][N:6]=1.C([O-])([O-])=O.[K+].[K+].[O:30]1[CH2:34][CH2:33][NH:32][C:31]1=[O:35].CN(C)CCN. (3) Given the product [CH2:1]([C:3]1[CH:14]=[CH:13][C:6]([CH2:7][CH2:8][OH:15])=[CH:5][CH:4]=1)[CH3:2], predict the reactants needed to synthesize it. The reactants are: [CH2:1]([C:3]1[CH:14]=[CH:13][C:6]([CH2:7][CH2:8]CC([O-])=O)=[CH:5][CH:4]=1)[CH3:2].[OH-:15].[Na+].CO.O. (4) Given the product [OH:2][C@H:3]1[CH2:7][N:6]([C:43]([C:42]2[CH:41]=[C:40]([CH:48]=[CH:47][CH:46]=2)[O:39][CH2:38][CH2:37][O:36][CH2:35][CH2:34][O:33][CH2:32][CH2:31][O:30][CH2:29][CH2:28][C:27]([OH:49])=[O:26])=[O:44])[C@H:5]([C:8](=[O:9])[NH:10][CH2:11][C:12]2[CH:13]=[CH:14][C:15]([C:18]3[S:22][CH:21]=[N:20][C:19]=3[CH3:23])=[CH:16][CH:17]=2)[CH2:4]1, predict the reactants needed to synthesize it. The reactants are: Cl.[OH:2][C@H:3]1[CH2:7][NH:6][C@H:5]([C:8]([NH:10][CH2:11][C:12]2[CH:17]=[CH:16][C:15]([C:18]3[S:22][CH:21]=[N:20][C:19]=3[CH3:23])=[CH:14][CH:13]=2)=[O:9])[CH2:4]1.CC(C)(C)[O:26][C:27](=[O:49])[CH2:28][CH2:29][O:30][CH2:31][CH2:32][O:33][CH2:34][CH2:35][O:36][CH2:37][CH2:38][O:39][C:40]1[CH:41]=[C:42]([CH:46]=[CH:47][CH:48]=1)[C:43](O)=[O:44].CCN(C(C)C)C(C)C.CN(C(ON1N=NC2C=CC=NC1=2)=[N+](C)C)C.F[P-](F)(F)(F)(F)F.